From a dataset of Catalyst prediction with 721,799 reactions and 888 catalyst types from USPTO. Predict which catalyst facilitates the given reaction. (1) Reactant: [F:1][C:2]1[CH:3]=[C:4]2[C:8](=[CH:9][CH:10]=1)[NH:7][CH2:6][CH2:5]2.C([N:18]1[CH2:23][CH2:22][C:21](=O)[CH2:20][CH2:19]1)(OC(C)(C)C)=O.C(O[BH-](OC(=O)C)OC(=O)C)(=O)C.[Na+].O.C(=O)(O)[O-].[Na+]. Product: [F:1][C:2]1[CH:3]=[C:4]2[C:8](=[CH:9][CH:10]=1)[N:7]([CH:21]1[CH2:22][CH2:23][NH:18][CH2:19][CH2:20]1)[CH2:6][CH2:5]2. The catalyst class is: 54. (2) The catalyst class is: 8. Reactant: [CH3:1][O:2][C:3]1[CH:8]=[CH:7][C:6]([CH2:9][O:10][CH:11]2[CH2:16][CH:15]3[CH:13]([O:14]3)[CH2:12]2)=[CH:5][CH:4]=1.[CH2:17]([NH:20][CH2:21][CH:22]=[CH2:23])[CH:18]=[CH2:19]. Product: [NH3:20].[CH3:1][OH:2].[CH2:17]([N:20]([CH2:21][CH:22]=[CH2:23])[CH:13]1[CH2:12][CH:11]([O:10][CH2:9][C:6]2[CH:5]=[CH:4][C:3]([O:2][CH3:1])=[CH:8][CH:7]=2)[CH2:16][CH:15]1[OH:14])[CH:18]=[CH2:19]. (3) Reactant: [N+:1]([C:4]1[CH:5]=[CH:6][C:7]([O:10][C:11]2[CH:12]=[C:13]3[C:18](=[CH:19][CH:20]=2)[CH:17]=[C:16]([C:21]([O:23][CH2:24][CH3:25])=[O:22])[CH:15]=[CH:14]3)=[N:8][CH:9]=1)([O-])=O. Product: [NH2:1][C:4]1[CH:5]=[CH:6][C:7]([O:10][C:11]2[CH:12]=[C:13]3[C:18](=[CH:19][CH:20]=2)[CH:17]=[C:16]([C:21]([O:23][CH2:24][CH3:25])=[O:22])[CH:15]=[CH:14]3)=[N:8][CH:9]=1. The catalyst class is: 50. (4) Reactant: [F:1][CH:2]([F:37])[O:3][C:4]1[CH:36]=[CH:35][CH:34]=[CH:33][C:5]=1[CH2:6][C:7]1[N:11]2[CH:12]=[C:13]([C:16]3[CH:17]=[N:18][C:19]([N:22]4[CH2:26][CH2:25][CH:24]([C:27]([O:29]CC)=[O:28])[CH2:23]4)=[N:20][CH:21]=3)[CH:14]=[CH:15][C:10]2=[N:9][C:8]=1[CH3:32].[OH-].[Na+]. Product: [F:37][CH:2]([F:1])[O:3][C:4]1[CH:36]=[CH:35][CH:34]=[CH:33][C:5]=1[CH2:6][C:7]1[N:11]2[CH:12]=[C:13]([C:16]3[CH:21]=[N:20][C:19]([N:22]4[CH2:26][CH2:25][CH:24]([C:27]([OH:29])=[O:28])[CH2:23]4)=[N:18][CH:17]=3)[CH:14]=[CH:15][C:10]2=[N:9][C:8]=1[CH3:32]. The catalyst class is: 20. (5) Reactant: [Br:1][C:2]1[CH:9]=[CH:8][C:7]([Cl:10])=[CH:6][C:3]=1[CH:4]=O.[CH3:11][C:12]([S@@:15]([NH2:17])=[O:16])([CH3:14])[CH3:13].C(=O)([O-])[O-].[Cs+].[Cs+]. Product: [Br:1][C:2]1[CH:9]=[CH:8][C:7]([Cl:10])=[CH:6][C:3]=1[CH:4]=[N:17][S:15]([C:12]([CH3:14])([CH3:13])[CH3:11])=[O:16]. The catalyst class is: 448. (6) Reactant: C1(C)C(C)=C[CH:4]=[CH:5][CH:6]=1.[C:9]1([P:15]([C:22]2[CH:27]=[CH:26][CH:25]=[CH:24][CH:23]=2)[C:16]2[CH:21]=[CH:20][CH:19]=[CH:18][CH:17]=2)[CH:14]=[CH:13][CH:12]=[CH:11][CH:10]=1.[N:28]([C:36]([O:38][CH:39]([CH3:41])[CH3:40])=[O:37])=[N:29]C(OC(C)C)=[O:31].N(C([O-])=O)=N[C:44]([O-:46])=[O:45]. Product: [C:22]1([P:15](=[O:31])([C:9]2[CH:10]=[CH:11][CH:12]=[CH:13][CH:14]=2)[C:16]2[CH:21]=[CH:20][CH:19]=[CH:18][CH:17]=2)[CH:23]=[CH:24][CH:25]=[CH:26][CH:27]=1.[N:28]([C:44]([O:46][CH:5]([CH3:4])[CH3:6])=[O:45])([C:36]([O:38][CH:39]([CH3:40])[CH3:41])=[O:37])[NH2:29]. The catalyst class is: 11. (7) Reactant: C(O)(=O)C.O.[NH2:6]N.C[N:9]([CH:11]=[C:12]1[C:17](=O)[C:16]([CH3:20])([CH3:19])[CH2:15][CH2:14][C:13]1=[O:21])C. Product: [CH3:19][C:16]1([CH3:20])[C:17]2[NH:6][N:9]=[CH:11][C:12]=2[C:13](=[O:21])[CH2:14][CH2:15]1. The catalyst class is: 51. (8) Reactant: Br[C:2]1[N:7]=[CH:6][C:5](/[CH:8]=[CH:9]/[C:10]([O:12][CH2:13][CH3:14])=[O:11])=[CH:4][C:3]=1[CH3:15].C1(P(C2CCCCC2)C2C=CC=CC=2C2C(N(C)C)=CC=CC=2)CCCCC1.C(=O)([O-])[O-].[Cs+].[Cs+].[CH2:50]([N:57]1[CH2:61][CH2:60][C@@H:59]([NH2:62])[CH2:58]1)[C:51]1[CH:56]=[CH:55][CH:54]=[CH:53][CH:52]=1. Product: [CH2:50]([N:57]1[CH2:61][CH2:60][C@@H:59]([NH:62][C:2]2[N:7]=[CH:6][C:5](/[CH:8]=[CH:9]/[C:10]([O:12][CH2:13][CH3:14])=[O:11])=[CH:4][C:3]=2[CH3:15])[CH2:58]1)[C:51]1[CH:52]=[CH:53][CH:54]=[CH:55][CH:56]=1. The catalyst class is: 160.